Dataset: Catalyst prediction with 721,799 reactions and 888 catalyst types from USPTO. Task: Predict which catalyst facilitates the given reaction. (1) The catalyst class is: 17. Product: [CH3:29][O:30][C:31]1[CH:39]=[CH:38][C:34]([C:35]([N:1]([C:35](=[O:36])[C:34]2[CH:38]=[CH:39][C:31]([O:30][CH3:29])=[CH:32][CH:33]=2)[C:2]2[C:11]([C:12]#[N:13])=[C:10]([NH:14][CH2:15][C:16]3[CH:17]=[CH:18][CH:19]=[CH:20][CH:21]=3)[C:9]3[C:4](=[CH:5][CH:6]=[C:7]([N:22]4[CH2:23][CH2:24][N:25]([CH3:28])[CH2:26][CH2:27]4)[CH:8]=3)[N:3]=2)=[O:36])=[CH:33][CH:32]=1. Reactant: [NH2:1][C:2]1[C:11]([C:12]#[N:13])=[C:10]([NH:14][CH2:15][C:16]2[CH:21]=[CH:20][CH:19]=[CH:18][CH:17]=2)[C:9]2[C:4](=[CH:5][CH:6]=[C:7]([N:22]3[CH2:27][CH2:26][N:25]([CH3:28])[CH2:24][CH2:23]3)[CH:8]=2)[N:3]=1.[CH3:29][O:30][C:31]1[CH:39]=[CH:38][C:34]([C:35](Cl)=[O:36])=[CH:33][CH:32]=1. (2) Reactant: [CH2:1]([S:3]([C:6]1[CH:11]=[CH:10][C:9](I)=[CH:8][N:7]=1)(=[O:5])=[O:4])[CH3:2].[C:13]([C:16]1[CH:21]=[CH:20][C:19](B(O)O)=[CH:18][C:17]=1[F:25])([OH:15])=[O:14].C(=O)([O-])[O-].[Na+].[Na+]. Product: [CH2:1]([S:3]([C:6]1[N:7]=[CH:8][C:9]([C:19]2[CH:20]=[CH:21][C:16]([C:13]([OH:15])=[O:14])=[C:17]([F:25])[CH:18]=2)=[CH:10][CH:11]=1)(=[O:5])=[O:4])[CH3:2]. The catalyst class is: 12. (3) Reactant: CS(C)=O.C(Cl)(=O)C(Cl)=O.[Br:11][C:12]1[CH:21]=[CH:20][C:19]2[O:18][C:17]3(N4CCOCC4)[CH2:22][CH2:23][O:24][CH2:25][CH:16]3[CH:15]([OH:32])[C:14]=2[CH:13]=1.C(N(CC)CC)C. Product: [Br:11][C:12]1[CH:21]=[CH:20][C:19]2[O:18][C:17]3[CH2:22][CH2:23][O:24][CH2:25][C:16]=3[C:15](=[O:32])[C:14]=2[CH:13]=1. The catalyst class is: 2.